Dataset: Forward reaction prediction with 1.9M reactions from USPTO patents (1976-2016). Task: Predict the product of the given reaction. Given the reactants [OH:1][NH:2][C:3]([C:5]1[C:10]([N+:11]([O-:13])=[O:12])=[CH:9][CH:8]=[CH:7][N:6]=1)=[NH:4].[CH3:14][O:15][C:16]1[CH:17]=[C:18]([OH:25])[C:19](=[CH:23][CH:24]=1)[C:20](O)=O, predict the reaction product. The product is: [CH3:14][O:15][C:16]1[CH:24]=[CH:23][C:19]([C:20]2[O:1][N:2]=[C:3]([C:5]3[C:10]([N+:11]([O-:13])=[O:12])=[CH:9][CH:8]=[CH:7][N:6]=3)[N:4]=2)=[C:18]([OH:25])[CH:17]=1.